From a dataset of Forward reaction prediction with 1.9M reactions from USPTO patents (1976-2016). Predict the product of the given reaction. (1) Given the reactants [NH:1]1[C:9]2[CH:8]=[CH:7][CH:6]=[C:5]([C:10]#[N:11])[C:4]=2[CH:3]=[N:2]1.Cl.[NH2:13][OH:14].C(=O)(O)[O-].[Na+], predict the reaction product. The product is: [OH:14][NH:13][C:10]([C:5]1[C:4]2[CH:3]=[N:2][NH:1][C:9]=2[CH:8]=[CH:7][CH:6]=1)=[NH:11]. (2) The product is: [C:21]([O:20][C:18](=[O:19])[NH:25][CH2:26][CH2:27][NH:28][S:7]([C:5]1[S:6][C:2]([Br:1])=[CH:3][CH:4]=1)(=[O:9])=[O:8])([CH3:24])([CH3:22])[CH3:23]. Given the reactants [Br:1][C:2]1[S:6][C:5]([S:7](Cl)(=[O:9])=[O:8])=[CH:4][CH:3]=1.C(N(CC)CC)C.[C:18]([NH:25][CH2:26][CH2:27][NH2:28])([O:20][C:21]([CH3:24])([CH3:23])[CH3:22])=[O:19], predict the reaction product. (3) Given the reactants [CH3:1][C@H:2]([C:15]([OH:17])=[O:16])[C:3]1[CH:8]=[CH:7][C:6]2[CH:9]=[C:10]([O:13][CH3:14])[CH:11]=[CH:12][C:5]=2[CH:4]=1.O[C:19]1[C:27]2N=N[NH:24][C:23]=2[CH:22]=[CH:21][CH:20]=1.C1CCC(N=C=NC2CCCCC2)CC1.OC1C=CC(C2S[S:53][C:52](=S)C=2)=CC=1, predict the reaction product. The product is: [CH3:14][O:13][C:10]1[CH:11]=[CH:12][C:5]2[C:6](=[CH:7][CH:8]=[C:3]([CH:2]([CH3:1])[C:15]([O:17][C:20]3[CH:21]=[CH:22][C:23]([N:24]=[C:52]=[S:53])=[CH:27][CH:19]=3)=[O:16])[CH:4]=2)[CH:9]=1. (4) The product is: [Cl:24][C:25]1[C:33]([CH2:34][S:21][C:2]2[CH:7]=[CH:6][C:5]([CH3:8])=[CH:4][C:3]=2[N+:9]([O-:11])=[O:10])=[CH:32][C:28]2[O:29][CH2:30][O:31][C:27]=2[CH:26]=1. Given the reactants Br[C:2]1[CH:7]=[CH:6][C:5]([CH3:8])=[CH:4][C:3]=1[N+:9]([O-:11])=[O:10].O.O.O.O.O.O.O.O.O.[S-2:21].[Na+].[Na+].[Cl:24][C:25]1[C:33]([CH2:34]Cl)=[CH:32][C:28]2[O:29][CH2:30][O:31][C:27]=2[CH:26]=1, predict the reaction product. (5) Given the reactants [F:1][C:2]([C:12]1[CH:17]=[CH:16][C:15](I)=[CH:14][CH:13]=1)([CH3:11])[CH2:3][NH:4][S:5]([CH:8]([CH3:10])[CH3:9])(=[O:7])=[O:6].C([O-])(=O)C.[K+].Br[C:25]1[CH:30]=[CH:29][C:28]([S:31]([NH2:34])(=[O:33])=[O:32])=[CH:27][CH:26]=1.C(=O)([O-])[O-].[Na+].[Na+].O, predict the reaction product. The product is: [F:1][C@:2]([C:12]1[CH:17]=[CH:16][C:15]([C:25]2[CH:30]=[CH:29][C:28]([S:31]([NH2:34])(=[O:33])=[O:32])=[CH:27][CH:26]=2)=[CH:14][CH:13]=1)([CH3:11])[CH2:3][NH:4][S:5]([CH:8]([CH3:10])[CH3:9])(=[O:7])=[O:6]. (6) Given the reactants [CH3:1][O:2][C:3]1[CH:4]=[C:5]2[O:9][C:8]([C:10]3[N:11]=[C:12]4[N:16]([CH:17]=3)[N:15]=[C:14]([O:18][CH3:19])[S:13]4)=[CH:7][C:6]2=[C:20]([OH:22])[CH:21]=1.C1(P(C2C=CC=CC=2)C2C=CC=CC=2)C=CC=CC=1.[CH3:42][C:43]1[S:44][CH:45]=[C:46]([CH2:48]O)[N:47]=1.CC(OC(/N=N/C(OC(C)C)=O)=O)C, predict the reaction product. The product is: [CH3:19][O:18][C:14]1[S:13][C:12]2=[N:11][C:10]([C:8]3[O:9][C:5]4[CH:4]=[C:3]([O:2][CH3:1])[CH:21]=[C:20]([O:22][CH2:48][C:46]5[N:47]=[C:43]([CH3:42])[S:44][CH:45]=5)[C:6]=4[CH:7]=3)=[CH:17][N:16]2[N:15]=1. (7) Given the reactants C([O:8][C:9]1[CH:14]=[CH:13][N:12]([C:15]2[CH:23]=[CH:22][C:21]3[C:17](=[C:18]([CH3:27])[N:19]([CH:24]4[CH2:26][CH2:25]4)[N:20]=3)[CH:16]=2)[C:11](=[O:28])[CH:10]=1)C1C=CC=CC=1, predict the reaction product. The product is: [CH:24]1([N:19]2[C:18]([CH3:27])=[C:17]3[C:21]([CH:22]=[CH:23][C:15]([N:12]4[CH:13]=[CH:14][C:9]([OH:8])=[CH:10][C:11]4=[O:28])=[CH:16]3)=[N:20]2)[CH2:25][CH2:26]1.